This data is from Full USPTO retrosynthesis dataset with 1.9M reactions from patents (1976-2016). The task is: Predict the reactants needed to synthesize the given product. Given the product [F:16][C:3]1[CH:2]=[CH:10][C:6]([C:7]([OH:9])=[O:8])=[C:5]([N:11]2[N:15]=[CH:14][CH:13]=[N:12]2)[CH:4]=1, predict the reactants needed to synthesize it. The reactants are: C[C:2]1[CH:3]=[CH:4][C:5]([N:11]2[N:15]=[CH:14][CH:13]=[N:12]2)=[C:6]([CH:10]=1)[C:7]([OH:9])=[O:8].[F:16]C1C=CC(C(O)=O)=C(I)C=1.N1C=CN=N1.